From a dataset of Reaction yield outcomes from USPTO patents with 853,638 reactions. Predict the reaction yield, written as a fraction of the theoretical maximum amount of product (1.0 means a 100% yield; for example, 0.34 means a 34% yield). (1) The reactants are Br[C:2]1[C:12]([CH3:13])=[CH:11][C:5]2[O:6][C:7]([F:10])([F:9])[O:8][C:4]=2[CH:3]=1.ClC1C=CC(C(F)(F)F)=CC=1OC1[CH:19]=[CH:20][C:21]([N+:24]([O-])=O)=[N:22][CH:23]=1.P([O-])([O-])([O-])=O.[K+].[K+].[K+].O1CCOC[CH2:44]1.C(#N)C.O. No catalyst specified. The product is [F:9][C:7]1([F:10])[O:8][C:4]2[CH:3]=[C:2]([CH3:44])[C:12]([C:13]3[CH:19]=[CH:20][C:21]([NH2:24])=[N:22][CH:23]=3)=[CH:11][C:5]=2[O:6]1. The yield is 0.900. (2) The reactants are [CH2:1]([O:5][C:6]1[N:11]=[C:10](Cl)[CH:9]=[C:8]([N:13]2[CH2:18][CH2:17][O:16][CH2:15][CH2:14]2)[N:7]=1)[CH2:2][CH2:3][CH3:4].[NH2:19][NH2:20]. The catalyst is O1CCOCC1. The product is [CH2:1]([O:5][C:6]1[N:11]=[C:10]([NH:19][NH2:20])[CH:9]=[C:8]([N:13]2[CH2:18][CH2:17][O:16][CH2:15][CH2:14]2)[N:7]=1)[CH2:2][CH2:3][CH3:4]. The yield is 0.810. (3) The reactants are [O:1]1[CH:5]=[CH:4][CH:3]=[CH:2]1.[Li][CH2:7][CH2:8][CH2:9][CH3:10].[CH3:11][OH:12].[OH2:13].[C:14]1([CH3:20])C=CC=CC=1. No catalyst specified. The product is [O:1]1[CH:5]2[CH:14]=[CH:20][CH:2]1[C:3]1[C:4]2=[CH:10][C:9]2[O:12][CH2:11][O:13][C:8]=2[CH:7]=1. The yield is 0.540. (4) The reactants are [C:1]1([C:22]2[CH:27]=[CH:26][CH:25]=[CH:24][CH:23]=2)[CH:6]=[CH:5][CH:4]=[C:3]([N:7]2[CH:12]=[C:11]([O:13]C)[C:10](=[O:15])[CH:9]=[C:8]2[C:16]2[CH:21]=[CH:20][CH:19]=[CH:18][CH:17]=2)[CH:2]=1.B(Br)(Br)Br. The catalyst is C(Cl)Cl. The product is [C:1]1([C:22]2[CH:27]=[CH:26][CH:25]=[CH:24][CH:23]=2)[CH:6]=[CH:5][CH:4]=[C:3]([N:7]2[CH:12]=[C:11]([OH:13])[C:10](=[O:15])[CH:9]=[C:8]2[C:16]2[CH:21]=[CH:20][CH:19]=[CH:18][CH:17]=2)[CH:2]=1. The yield is 0.990. (5) The reactants are [F:1][C:2]1[CH:7]=[CH:6][CH:5]=[CH:4][C:3]=1[C:8]1[CH:20]=[CH:19][C:18]([C:21](O)=[O:22])=[C:17]2[C:9]=1[C:10]1[CH2:11][CH2:12][CH2:13][CH2:14][C:15]=1[NH:16]2.C(Cl)CCl.C1C=CC2N(O)N=[N:34]C=2C=1.[OH-].[NH4+]. The catalyst is C1COCC1.C(Cl)Cl.CCOC(C)=O. The product is [F:1][C:2]1[CH:7]=[CH:6][CH:5]=[CH:4][C:3]=1[C:8]1[CH:20]=[CH:19][C:18]([C:21]([NH2:34])=[O:22])=[C:17]2[C:9]=1[C:10]1[CH2:11][CH2:12][CH2:13][CH2:14][C:15]=1[NH:16]2. The yield is 0.300.